This data is from Forward reaction prediction with 1.9M reactions from USPTO patents (1976-2016). The task is: Predict the product of the given reaction. (1) The product is: [CH2:1]([O:4][C:5]1[CH:6]=[CH:7][C:8]([CH:11]2[CH2:16][CH2:15][N:14]([C:17]([O:19][C:20]([CH3:23])([CH3:22])[CH3:21])=[O:18])[CH2:13][CH:12]2[O:24][CH2:26][C:27]2[CH:36]=[CH:35][C:34]3[C:29](=[CH:30][CH:31]=[CH:32][CH:33]=3)[C:28]=2[O:37][CH2:38][CH2:39][O:40][CH3:41])=[CH:9][CH:10]=1)[CH:2]=[CH2:3]. Given the reactants [CH2:1]([O:4][C:5]1[CH:10]=[CH:9][C:8]([CH:11]2[CH2:16][CH2:15][N:14]([C:17]([O:19][C:20]([CH3:23])([CH3:22])[CH3:21])=[O:18])[CH2:13][CH:12]2[OH:24])=[CH:7][CH:6]=1)[CH:2]=[CH2:3].Cl[CH2:26][C:27]1[CH:36]=[CH:35][C:34]2[C:29](=[CH:30][CH:31]=[CH:32][CH:33]=2)[C:28]=1[O:37][CH2:38][CH2:39][O:40][CH3:41], predict the reaction product. (2) Given the reactants C(OC([NH:8][C@@H:9]([CH2:20][C:21]1[O:22][C:23]([CH2:26][C:27]2[S:28][C:29]3[CH:35]=[C:34]([C:36]4[CH:41]=[CH:40][CH:39]=[CH:38][CH:37]=4)[CH:33]=[CH:32][C:30]=3[N:31]=2)=[N:24][N:25]=1)[C:10]([O:12][CH2:13][C:14]1[CH:19]=[CH:18][CH:17]=[CH:16][CH:15]=1)=[O:11])=O)(C)(C)C.C(O)(C(F)(F)F)=O, predict the reaction product. The product is: [NH2:8][C@@H:9]([CH2:20][C:21]1[O:22][C:23]([CH2:26][C:27]2[S:28][C:29]3[CH:35]=[C:34]([C:36]4[CH:37]=[CH:38][CH:39]=[CH:40][CH:41]=4)[CH:33]=[CH:32][C:30]=3[N:31]=2)=[N:24][N:25]=1)[C:10]([O:12][CH2:13][C:14]1[CH:19]=[CH:18][CH:17]=[CH:16][CH:15]=1)=[O:11].